This data is from NCI-60 drug combinations with 297,098 pairs across 59 cell lines. The task is: Regression. Given two drug SMILES strings and cell line genomic features, predict the synergy score measuring deviation from expected non-interaction effect. (1) Drug 1: CN(C)C1=NC(=NC(=N1)N(C)C)N(C)C. Drug 2: CC1C(C(CC(O1)OC2CC(CC3=C2C(=C4C(=C3O)C(=O)C5=CC=CC=C5C4=O)O)(C(=O)C)O)N)O. Cell line: NCI-H460. Synergy scores: CSS=38.8, Synergy_ZIP=0.230, Synergy_Bliss=-2.31, Synergy_Loewe=-36.4, Synergy_HSA=-2.80. (2) Drug 1: CC1CCC2CC(C(=CC=CC=CC(CC(C(=O)C(C(C(=CC(C(=O)CC(OC(=O)C3CCCCN3C(=O)C(=O)C1(O2)O)C(C)CC4CCC(C(C4)OC)O)C)C)O)OC)C)C)C)OC. Drug 2: B(C(CC(C)C)NC(=O)C(CC1=CC=CC=C1)NC(=O)C2=NC=CN=C2)(O)O. Cell line: HOP-62. Synergy scores: CSS=47.3, Synergy_ZIP=1.79, Synergy_Bliss=9.54, Synergy_Loewe=2.72, Synergy_HSA=4.58. (3) Synergy scores: CSS=-2.31, Synergy_ZIP=0.400, Synergy_Bliss=-0.801, Synergy_Loewe=-1.81, Synergy_HSA=-1.56. Drug 1: CN(C)N=NC1=C(NC=N1)C(=O)N. Cell line: MCF7. Drug 2: CCN(CC)CCNC(=O)C1=C(NC(=C1C)C=C2C3=C(C=CC(=C3)F)NC2=O)C. (4) Drug 1: CC1=CC2C(CCC3(C2CCC3(C(=O)C)OC(=O)C)C)C4(C1=CC(=O)CC4)C. Drug 2: CC=C1C(=O)NC(C(=O)OC2CC(=O)NC(C(=O)NC(CSSCCC=C2)C(=O)N1)C(C)C)C(C)C. Cell line: SW-620. Synergy scores: CSS=5.96, Synergy_ZIP=8.54, Synergy_Bliss=6.92, Synergy_Loewe=-42.3, Synergy_HSA=4.69. (5) Drug 2: COCCOC1=C(C=C2C(=C1)C(=NC=N2)NC3=CC=CC(=C3)C#C)OCCOC.Cl. Drug 1: CCN(CC)CCCC(C)NC1=C2C=C(C=CC2=NC3=C1C=CC(=C3)Cl)OC. Synergy scores: CSS=18.9, Synergy_ZIP=-4.98, Synergy_Bliss=-2.09, Synergy_Loewe=-5.14, Synergy_HSA=-0.530. Cell line: MDA-MB-231.